From a dataset of Experimentally validated miRNA-target interactions with 360,000+ pairs, plus equal number of negative samples. Binary Classification. Given a miRNA mature sequence and a target amino acid sequence, predict their likelihood of interaction. (1) The miRNA is hsa-miR-4668-3p with sequence GAAAAUCCUUUUUGUUUUUCCAG. The protein sequence of the target gene is MTKEYQDLQHLDNEESDHHQLRKGPPPPQPLLQRLCSGPRLLLLSLGLSLLLLVVVCVIGSQNSQLQEELRGLRETFSNFTASTEAQVKGLSTQGGNVGRKMKSLESQLEKQQKDLSEDHSSLLLHVKQFVSDLRSLSCQMAALQGNGSERTCCPVNWVEHERSCYWFSRSGKAWADADNYCRLEDAHLVVVTSWEEQKFVQHHIGPVNTWMGLHDQNGPWKWVDGTDYETGFKNWRPEQPDDWYGHGLGGGEDCAHFTDDGRWNDDVCQRPYRWVCETELDKASQEPPLL. Result: 1 (interaction). (2) The miRNA is hsa-miR-548az-3p with sequence AAAAACUGCAAUCACUUUUGC. The protein sequence of the target gene is MQLRKMQTVKKEQASLDASSNVDKMMVLNSALTEVSEDSTTGEELLLSEGSVGKNKSSACRRKREFIPDEKKDAMYWEKRRKNNEAAKRSREKRRLNDLVLENKLIALGEENATLKAELLSLKLKFGLISSTAYAQEIQKLSNSTAVYFQDYQTSKSNVSSFVDEHEPSMVSSSCISVIKHSPQSSLSDVSEVSSVEHTQESSVQGSCRSPENKFQIIKQEPMELESYTREPRDDRGSYTASIYQNYMGNSFSGYSHSPPLLQVNRSSSNSPRTSETDDGVVGKSSDGEDEQQVPKGPIH.... Result: 0 (no interaction). (3) The miRNA is hsa-miR-555 with sequence AGGGUAAGCUGAACCUCUGAU. The protein sequence of the target gene is MGTTAPGPICLLDLCDQKLLDFVCNVDNKDFMWLKEIEEEAERMFIREFSNEPELMPKTPSQKNRRKKRRVSNIQDENRDPVRKRLSRRKSRSSQVGTRHLRSKPVTIVEENGFPVLQRITRATAAAAAAAAAASVASASSSSTAGSPTVLTKKAVVEISTSERLSAELQLTKLKGSLPPSPVSQGTLTSEEELTPKKSEAGKLDSVTVNSLKATPQSPKNRGVGEGRSVSKLKIARASWGLQDSPGSTDSPWQERVLSPILLNNILPTTAKSPLGNIRSVRRSLISQDSQVPLASKYNL.... Result: 0 (no interaction). (4) The miRNA is mmu-miR-302b-3p with sequence UAAGUGCUUCCAUGUUUUAGUAG. The protein sequence of the target gene is MPAGSRAGSRLRSGSLPRPSRLTLKALRPAYAPRTPDSNGDLDTGSELGPGSPAPTAEEVEKEMAGPSQLCIRRWTTKHVAVWLKDEGFFEYVDILCNKHRLDGITLLTLTEYDLRSPPLEIKVLGDIKRLMLSVRKLQKIHTDVLEEMGYNSDSPMSPMTPFLSALQSADWLCNGEPTHSCDGPIPDLSSDQYQYMNGKNKHSARRLDPEYWKTILSCVYVFIVFGFTSFIMVIVHERVPDMQTYPPLPDIFLDSVPRIPWAFSMTEVCGVILCYIWILVLLLHKHRSILLRRLCSLMG.... Result: 1 (interaction). (5) The miRNA is hsa-miR-4451 with sequence UGGUAGAGCUGAGGACA. The protein sequence of the target gene is MLGRSLREVSAALKQGQITPTELCQKCLSLIKKTKFLNAYITVSEEVALKQAEESEKRYKNGQSLGDLDGIPIAVKDNFSTSGIETTCASNMLKGYIPPYNATVVQKLLDQGALLMGKTNLDEFAMGSGSTDGVFGPVKNPWSYSKQYREKRKQNPHSENEDSDWLITGGSSGGSAAAVSAFTCYAALGSDTGGSTRNPAAHCGLVGFKPSYGLVSRHGLIPLVNSMDVPGILTRCVDDAAIVLGALAGPDPRDSTTVHEPINKPFMLPSLADVSKLCIGIPKEYLVPELSSEVQSLWSK.... Result: 0 (no interaction).